From a dataset of Reaction yield outcomes from USPTO patents with 853,638 reactions. Predict the reaction yield, written as a fraction of the theoretical maximum amount of product (1.0 means a 100% yield; for example, 0.34 means a 34% yield). (1) The reactants are F[C:2]1[CH:3]=[CH:4][C:5]([N+:9]([O-:11])=[O:10])=[C:6]([CH3:8])[CH:7]=1.[NH:12]1[CH:16]=[N:15][CH:14]=[N:13]1.[OH-].[K+].O. The catalyst is CN(C)C=O. The product is [CH3:8][C:6]1[CH:7]=[C:2]([N:12]2[CH:16]=[N:15][CH:14]=[N:13]2)[CH:3]=[CH:4][C:5]=1[N+:9]([O-:11])=[O:10]. The yield is 0.860. (2) The reactants are Br[C:2]1[CH:7]=[CH:6][C:5]([CH:8]2[CH2:16][CH2:15][CH2:14][CH:13]3[N:9]2[CH2:10][CH2:11][CH2:12]3)=[CH:4][CH:3]=1.[CH:17]1[C:22](=[S:23])[CH:21]=[CH:20][NH:19][CH:18]=1.C(=O)([O-])[O-].[K+].[K+]. The catalyst is CN(C)C=O.[Cu].[Cu](I)I. The product is [N:19]1[CH:20]=[CH:21][C:22]([S:23][C:2]2[CH:7]=[CH:6][C:5]([CH:8]3[CH2:16][CH2:15][CH2:14][CH:13]4[N:9]3[CH2:10][CH2:11][CH2:12]4)=[CH:4][CH:3]=2)=[CH:17][CH:18]=1. The yield is 0.430. (3) The reactants are [NH2:1][C:2]1[CH:7]=[C:6]([Br:8])[CH:5]=[CH:4][N:3]=1.O.N1[C:23]2[C:14](=[CH:15][CH:16]=[C:17]3[C:22]=2N=CC=C3)[CH:13]=CC=1.O=O.[N:26]#N. The catalyst is [Cu]Br.C(#N)C1C=CC=CC=1. The product is [Br:8][C:6]1[CH:5]=[CH:4][N:3]2[N:26]=[C:13]([C:14]3[CH:23]=[CH:22][CH:17]=[CH:16][CH:15]=3)[N:1]=[C:2]2[CH:7]=1. The yield is 0.740. (4) The reactants are [NH2:1][C:2]1[C:3]([C:7]2[N:11]([C:12]3[CH:17]=[CH:16][C:15]([F:18])=[C:14]([Br:19])[CH:13]=3)[C:10](=[O:20])[O:9][N:8]=2)=[N:4][O:5][N:6]=1.CO[CH:23](OC)[CH2:24][NH:25][S:26]([NH:29][C:30](=[O:37])[O:31][CH2:32][C:33]([Cl:36])([Cl:35])[Cl:34])(=[O:28])=[O:27].C([SiH](CC)CC)C.FC(F)(F)C(O)=O. The catalyst is ClCCl. The product is [Br:19][C:14]1[CH:13]=[C:12]([N:11]2[C:10](=[O:20])[O:9][N:8]=[C:7]2[C:3]2[C:2]([NH:1][CH2:23][CH2:24][NH:25][S:26]([NH:29][C:30](=[O:37])[O:31][CH2:32][C:33]([Cl:36])([Cl:34])[Cl:35])(=[O:28])=[O:27])=[N:6][O:5][N:4]=2)[CH:17]=[CH:16][C:15]=1[F:18]. The yield is 0.904.